Task: Predict the reactants needed to synthesize the given product.. Dataset: Full USPTO retrosynthesis dataset with 1.9M reactions from patents (1976-2016) (1) Given the product [C:1]([O:5][C:6]([N:8]1[CH2:11][CH:10]([CH2:12][NH2:13])[CH2:9]1)=[O:7])([CH3:4])([CH3:3])[CH3:2], predict the reactants needed to synthesize it. The reactants are: [C:1]([O:5][C:6]([N:8]1[CH2:11][CH:10]([CH2:12][N:13]=[N+]=[N-])[CH2:9]1)=[O:7])([CH3:4])([CH3:3])[CH3:2].N. (2) Given the product [F:28][C:26]([F:27])([F:29])[C:23]1[N:21]2[N:22]=[C:17]([N:4]3[CH2:5][CH2:6][N:1]([C:7]4[CH:8]=[CH:9][C:10]([C:13](=[O:15])[CH3:14])=[CH:11][CH:12]=4)[CH2:2][CH2:3]3)[CH:18]=[CH:19][C:20]2=[N:25][N:24]=1, predict the reactants needed to synthesize it. The reactants are: [N:1]1([C:7]2[CH:12]=[CH:11][C:10]([C:13](=[O:15])[CH3:14])=[CH:9][CH:8]=2)[CH2:6][CH2:5][NH:4][CH2:3][CH2:2]1.Cl[C:17]1[CH:18]=[CH:19][C:20]2[N:21]([C:23]([C:26]([F:29])([F:28])[F:27])=[N:24][N:25]=2)[N:22]=1.